Dataset: Reaction yield outcomes from USPTO patents with 853,638 reactions. Task: Predict the reaction yield, written as a fraction of the theoretical maximum amount of product (1.0 means a 100% yield; for example, 0.34 means a 34% yield). The reactants are O1CCOCC1.[CH:7]([C:9]1[CH:14]=[CH:13][C:12](B(O)O)=[CH:11][CH:10]=1)=[O:8].Br[C:19]1[CH:24]=[CH:23][CH:22]=[C:21]([N+:25]([O-:27])=[O:26])[C:20]=1[O:28][CH3:29].C(=O)([O-])[O-].[Na+].[Na+]. The catalyst is C1C=CC([P]([Pd]([P](C2C=CC=CC=2)(C2C=CC=CC=2)C2C=CC=CC=2)([P](C2C=CC=CC=2)(C2C=CC=CC=2)C2C=CC=CC=2)[P](C2C=CC=CC=2)(C2C=CC=CC=2)C2C=CC=CC=2)(C2C=CC=CC=2)C2C=CC=CC=2)=CC=1.O. The product is [N+:25]([C:21]1[C:20]([O:28][CH3:29])=[C:19]([C:12]2[CH:13]=[CH:14][C:9]([CH:7]=[O:8])=[CH:10][CH:11]=2)[CH:24]=[CH:23][CH:22]=1)([O-:27])=[O:26]. The yield is 0.804.